The task is: Regression/Classification. Given a drug SMILES string, predict its absorption, distribution, metabolism, or excretion properties. Task type varies by dataset: regression for continuous measurements (e.g., permeability, clearance, half-life) or binary classification for categorical outcomes (e.g., BBB penetration, CYP inhibition). Dataset: cyp2c9_veith.. This data is from CYP2C9 inhibition data for predicting drug metabolism from PubChem BioAssay. (1) The drug is Cc1cnc(CNc2ncncc2-c2ccccc2C#N)cn1. The result is 0 (non-inhibitor). (2) The compound is CCc1cccc(CC)c1-n1c(SCc2cc(=O)n3ccsc3n2)nnc1-c1cccnc1. The result is 1 (inhibitor). (3) The compound is N=C1/C(=C\c2ccc(SCc3ccco3)o2)C(=O)N=C2SC=NN12. The result is 1 (inhibitor). (4) The molecule is CN1CCN(C2=Nc3cc(Cl)ccc3Nc3ccccc32)CC1. The result is 0 (non-inhibitor). (5) The molecule is O=C(Nc1ccccc1)N1CCCC2(CCN(C(=O)Oc3ccccc3)CC2)C1. The result is 0 (non-inhibitor). (6) The molecule is C[C@H](Oc1ccc(Oc2cnc3ccc(Cl)cc3n2)cc1)C(=O)[O-].[Na+]. The result is 0 (non-inhibitor).